This data is from Forward reaction prediction with 1.9M reactions from USPTO patents (1976-2016). The task is: Predict the product of the given reaction. Given the reactants [O:1]1[C:3]2([CH2:8][CH2:7][N:6]([C:9]([O:11][CH2:12][C:13]3[CH:18]=[CH:17][CH:16]=[CH:15][CH:14]=3)=[O:10])[CH2:5][CH2:4]2)[CH2:2]1.[Cl:19][C:20]1[CH:21]=[C:22]([CH:24]=[CH:25][C:26]=1[Cl:27])[NH2:23], predict the reaction product. The product is: [C:13]1([CH2:12][O:11][C:9]([N:6]2[CH2:7][CH2:8][C:3]([CH2:2][NH:23][C:22]3[CH:24]=[CH:25][C:26]([Cl:27])=[C:20]([Cl:19])[CH:21]=3)([OH:1])[CH2:4][CH2:5]2)=[O:10])[CH:18]=[CH:17][CH:16]=[CH:15][CH:14]=1.